Dataset: Forward reaction prediction with 1.9M reactions from USPTO patents (1976-2016). Task: Predict the product of the given reaction. (1) Given the reactants [NH2:1][C:2]1[CH:7]=[CH:6][C:5]([CH2:8][C:9]#[N:10])=[CH:4][CH:3]=1.Cl[C:12]1[CH:20]=[CH:19][C:15]([C:16]([NH2:18])=[O:17])=[CH:14][N:13]=1, predict the reaction product. The product is: [C:9]([CH2:8][C:5]1[CH:6]=[CH:7][C:2]([NH:1][C:12]2[CH:20]=[CH:19][C:15]([C:16]([NH2:18])=[O:17])=[CH:14][N:13]=2)=[CH:3][CH:4]=1)#[N:10]. (2) Given the reactants Cl.[C:2](=[NH:10])(OCC)[C:3]([CH3:6])([CH3:5])[CH3:4].CO[CH:13](OC)[CH2:14][NH2:15], predict the reaction product. The product is: [C:3]([C:2]1[NH:10][CH:13]=[CH:14][N:15]=1)([CH3:4])([CH3:5])[CH3:6].